This data is from Full USPTO retrosynthesis dataset with 1.9M reactions from patents (1976-2016). The task is: Predict the reactants needed to synthesize the given product. (1) Given the product [CH3:1][S:2][C:3]1[NH:4][C:5]2[CH:6]=[C:7]([O:13][C:14]3[CH:15]=[CH:16][CH:17]=[C:18]([Cl:21])[C:19]=3[Cl:20])[C:8]([Cl:12])=[CH:9][C:10]=2[N:11]=1, predict the reactants needed to synthesize it. The reactants are: [CH3:1][S:2][C:3]1[NH:4][C:5]2[CH:6]=[C:7]([O:13][C:14]3[CH:15]=[CH:16][CH:17]=[C:18]([Cl:21])[C:19]=3[Cl:20])[C:8]([Cl:12])=[CH:9][C:10]=2[N:11]=1.Cl.N. (2) Given the product [CH3:8][CH:6]1[NH:7][CH:2]([CH3:1])[CH2:3][N:4]([CH2:9][C:10]2([C:16]3[CH:17]=[CH:18][CH:19]=[CH:20][CH:21]=3)[CH2:11][CH2:12][N:13]([C:30](=[O:31])[CH2:29][CH:28]([C:22]3[CH:27]=[CH:26][CH:25]=[CH:24][CH:23]=3)[C:33]3[CH:38]=[CH:37][CH:36]=[CH:35][CH:34]=3)[CH2:14][CH2:15]2)[CH2:5]1, predict the reactants needed to synthesize it. The reactants are: [CH3:1][CH:2]1[NH:7][CH:6]([CH3:8])[CH2:5][N:4]([CH2:9][C:10]2([C:16]3[CH:21]=[CH:20][CH:19]=[CH:18][CH:17]=3)[CH2:15][CH2:14][NH:13][CH2:12][CH2:11]2)[CH2:3]1.[C:22]1([CH:28]([C:33]2[CH:38]=[CH:37][CH:36]=[CH:35][CH:34]=2)[CH2:29][C:30](O)=[O:31])[CH:27]=[CH:26][CH:25]=[CH:24][CH:23]=1.C(Cl)CCl. (3) Given the product [CH2:22]([O:9][C:8]([CH:5]1[CH2:6][CH2:7][CH:2]([OH:1])[CH2:3][CH2:4]1)=[O:10])[CH3:23], predict the reactants needed to synthesize it. The reactants are: [OH:1][CH:2]1[CH2:7][CH2:6][CH:5]([C:8]([OH:10])=[O:9])[CH2:4][CH2:3]1.S(=O)(=O)(O)O.C([O-])([O-])=O.[Na+].[Na+].[CH2:22](O)[CH3:23]. (4) Given the product [Cl:13][C:14]1[C:15]2[N:16]([CH:24]=[C:25]([C:27]([NH:29][NH:30][C:4](=[O:6])[C:3]3[CH:7]=[C:8]([Cl:12])[C:9]([O:11][CH3:31])=[CH:10][C:2]=3[Cl:1])=[O:28])[N:26]=2)[CH:17]=[C:18]([C:20]([F:21])([F:22])[F:23])[CH:19]=1, predict the reactants needed to synthesize it. The reactants are: [Cl:1][C:2]1[CH:10]=[C:9]([OH:11])[C:8]([Cl:12])=[CH:7][C:3]=1[C:4]([OH:6])=O.[Cl:13][C:14]1[C:15]2[N:16]([CH:24]=[C:25]([C:27]([NH:29][NH2:30])=[O:28])[N:26]=2)[CH:17]=[C:18]([C:20]([F:23])([F:22])[F:21])[CH:19]=1.[CH3:31]CN=C=NCCCN(C)C.Cl.C1C=CC2N(O)N=NC=2C=1. (5) Given the product [CH3:17][N:16]1[CH:12]=[C:13]([N+:18]([O-:20])=[O:19])[CH:14]=[N:15]1, predict the reactants needed to synthesize it. The reactants are: C(Br)C=C.CC1(CO)COC([C:12]2[N:16]([CH3:17])[N:15]=[CH:14][C:13]=2[N+:18]([O-:20])=[O:19])OC1. (6) The reactants are: [CH3:1][O:2][C:3]1[C:12]2[C:7](=[CH:8][CH:9]=[CH:10][CH:11]=2)[C:6]([O:13][CH3:14])=[C:5]([CH3:15])[C:4]=1[CH2:16][CH:17]=[C:18]([CH3:26])[CH2:19][CH2:20][CH:21]=[C:22]([CH3:25])[CH2:23]O.P(Br)(Br)[Br:28]. Given the product [Br:28][CH2:23][C:22]([CH3:25])=[CH:21][CH2:20][CH2:19][C:18]([CH3:26])=[CH:17][CH2:16][C:4]1[C:5]([CH3:15])=[C:6]([O:13][CH3:14])[C:7]2[C:12](=[CH:11][CH:10]=[CH:9][CH:8]=2)[C:3]=1[O:2][CH3:1], predict the reactants needed to synthesize it. (7) Given the product [CH3:1][O:2][C:3](=[O:17])[C:4]1[CH:9]=[CH:8][CH:7]=[C:6]([C:10]2[S:11][C:12]([CH2:15][O:16][CH:19]3[CH2:20][CH2:21][CH2:22][CH2:23][O:18]3)=[N:13][N:14]=2)[CH:5]=1, predict the reactants needed to synthesize it. The reactants are: [CH3:1][O:2][C:3](=[O:17])[C:4]1[CH:9]=[CH:8][CH:7]=[C:6]([C:10]2[S:11][C:12]([CH2:15][OH:16])=[N:13][N:14]=2)[CH:5]=1.[O:18]1[CH:23]=[CH:22][CH2:21][CH2:20][CH2:19]1.O.C1(C)C=CC(S(O)(=O)=O)=CC=1.